This data is from Tox21: 12 toxicity assays (nuclear receptors and stress response pathways). The task is: Binary classification across 12 toxicity assays. The molecule is Cc1cccc2c1cc1ccc3cccc4ccc2c1c34. It tested positive (active) for: NR-AR-LBD (Androgen Receptor Ligand Binding Domain agonist), NR-AhR (Aryl hydrocarbon Receptor agonist activity), NR-PPAR-gamma (PPAR-gamma nuclear receptor agonist), SR-ARE (Antioxidant Response Element (oxidative stress)), SR-HSE (Heat Shock Element response), and SR-p53 (p53 tumor suppressor activation).